Dataset: Catalyst prediction with 721,799 reactions and 888 catalyst types from USPTO. Task: Predict which catalyst facilitates the given reaction. (1) Reactant: [Cl:1][C:2]1[N:7]=[CH:6][C:5]([CH3:8])=[CH:4][C:3]=1[F:9].[Cl:10]N1C(=O)CCC1=O.N(C(C)(C)C#N)=NC(C)(C)C#N. Product: [Cl:1][C:2]1[N:7]=[CH:6][C:5]([CH2:8][Cl:10])=[CH:4][C:3]=1[F:9]. The catalyst class is: 159. (2) Reactant: [OH:1][CH2:2][C:3]12[CH2:10][C:7]([NH:11]C(=O)C)([CH2:8][CH2:9]1)[CH2:6][CH2:5][CH2:4]2. Product: [NH2:11][C:7]12[CH2:10][C:3]([CH2:2][OH:1])([CH2:9][CH2:8]1)[CH2:4][CH2:5][CH2:6]2. The catalyst class is: 29. (3) Reactant: [F:1][C:2]([F:14])([F:13])[C:3]1[CH:8]=[CH:7][CH:6]=[CH:5][C:4]=1[CH2:9][C:10](Cl)=[O:11].[CH3:15][NH:16][C:17]1[C:18]([C:23]([O:25][CH3:26])=[O:24])=[N:19][CH:20]=[CH:21][CH:22]=1. Product: [CH3:15][N:16]([C:10](=[O:11])[CH2:9][C:4]1[CH:5]=[CH:6][CH:7]=[CH:8][C:3]=1[C:2]([F:14])([F:13])[F:1])[C:17]1[C:18]([C:23]([O:25][CH3:26])=[O:24])=[N:19][CH:20]=[CH:21][CH:22]=1. The catalyst class is: 2. (4) Reactant: [CH2:1]([N:8]([CH2:10][C:11]1([C:25]2[CH:30]=[CH:29][CH:28]=[CH:27][CH:26]=2)[CH2:16][CH2:15][C:14]([NH:23][CH3:24])([C:17]2[CH:22]=[CH:21][CH:20]=[CH:19][CH:18]=2)[CH2:13][CH2:12]1)[CH3:9])[C:2]1[CH:7]=[CH:6][CH:5]=[CH:4][CH:3]=1.C=O.[C:33](B)#N.[Na].C(O)(=O)C. Product: [CH2:1]([N:8]([CH2:10][C:11]1([C:25]2[CH:30]=[CH:29][CH:28]=[CH:27][CH:26]=2)[CH2:16][CH2:15][C:14]([N:23]([CH3:33])[CH3:24])([C:17]2[CH:18]=[CH:19][CH:20]=[CH:21][CH:22]=2)[CH2:13][CH2:12]1)[CH3:9])[C:2]1[CH:3]=[CH:4][CH:5]=[CH:6][CH:7]=1. The catalyst class is: 10.